Dataset: Catalyst prediction with 721,799 reactions and 888 catalyst types from USPTO. Task: Predict which catalyst facilitates the given reaction. (1) Reactant: [Br:1][C:2]1[CH:7]=[C:6]([F:8])[CH:5]=[CH:4][C:3]=1[C@@H:9]1[C:14]([C:15]([O:17][C@H:18]([CH3:25])[C:19]([O:21][CH:22]([CH3:24])[CH3:23])=[O:20])=[O:16])=[C:13]([CH2:26]Br)[NH:12][C:11]([C:28]2[S:29][CH:30]=[CH:31][N:32]=2)=[N:10]1.[NH:33]1[CH2:38][CH2:37][O:36][CH2:35][C@H:34]1[C:39]([OH:41])=[O:40].C(=O)([O-])[O-].[K+].[K+]. Product: [Br:1][C:2]1[CH:7]=[C:6]([F:8])[CH:5]=[CH:4][C:3]=1[C@@H:9]1[N:10]=[C:11]([C:28]2[S:29][CH:30]=[CH:31][N:32]=2)[NH:12][C:13]([CH2:26][N:33]2[CH2:38][CH2:37][O:36][CH2:35][C@H:34]2[C:39]([OH:41])=[O:40])=[C:14]1[C:15]([O:17][C@@H:18]([CH3:25])[C:19]([O:21][CH:22]([CH3:23])[CH3:24])=[O:20])=[O:16]. The catalyst class is: 8. (2) Reactant: C([O:3][C:4](=[O:17])[CH2:5][CH:6]1[C:11]2[CH:12]=[CH:13][C:14]([Br:16])=[CH:15][C:10]=2[CH2:9][CH2:8][O:7]1)C.[OH-].[Na+].O.C1CCCCC1. Product: [Br:16][C:14]1[CH:13]=[CH:12][C:11]2[CH:6]([CH2:5][C:4]([OH:17])=[O:3])[O:7][CH2:8][CH2:9][C:10]=2[CH:15]=1. The catalyst class is: 548. (3) Reactant: [Cl:1][C:2]1[C:3]2[C:10](I)=[CH:9][N:8]([CH:12]3[CH2:17][CH2:16][N:15]([CH:18]4[CH2:23][CH2:22][N:21]([CH3:24])[CH2:20][CH2:19]4)[CH2:14][CH2:13]3)[C:4]=2[N:5]=[CH:6][N:7]=1.[O:25]([C:32]1[CH:37]=[CH:36][C:35](B(O)O)=[CH:34][CH:33]=1)[C:26]1[CH:31]=[CH:30][CH:29]=[CH:28][CH:27]=1.C(=O)([O-])[O-].[Na+].[Na+]. Product: [Cl:1][C:2]1[C:3]2[C:10]([C:35]3[CH:36]=[CH:37][C:32]([O:25][C:26]4[CH:31]=[CH:30][CH:29]=[CH:28][CH:27]=4)=[CH:33][CH:34]=3)=[CH:9][N:8]([CH:12]3[CH2:17][CH2:16][N:15]([CH:18]4[CH2:23][CH2:22][N:21]([CH3:24])[CH2:20][CH2:19]4)[CH2:14][CH2:13]3)[C:4]=2[N:5]=[CH:6][N:7]=1. The catalyst class is: 149.